Dataset: Reaction yield outcomes from USPTO patents with 853,638 reactions. Task: Predict the reaction yield, written as a fraction of the theoretical maximum amount of product (1.0 means a 100% yield; for example, 0.34 means a 34% yield). (1) The reactants are C(OC1C=CC(C([O:15][C:16]2[CH:21]=[CH:20][C:19]([CH2:22][N:23]([CH2:44][C:45]([O:47][C:48]([CH3:51])([CH3:50])[CH3:49])=[O:46])[C:24](=[O:43])[C:25]3[CH:30]=[CH:29][C:28]([NH:31][C:32](=[O:42])[CH2:33][C:34]4[CH:39]=[CH:38][C:37]([O:40][CH3:41])=[CH:36][CH:35]=4)=[CH:27][CH:26]=3)=[CH:18][CH:17]=2)=O)=CC=1)CCCCCC.[OH-].[Na+].CO.CC(O)=O. The catalyst is C1COCC1. The product is [OH:15][C:16]1[CH:17]=[CH:18][C:19]([CH2:22][N:23]([CH2:44][C:45]([O:47][C:48]([CH3:49])([CH3:50])[CH3:51])=[O:46])[C:24](=[O:43])[C:25]2[CH:30]=[CH:29][C:28]([NH:31][C:32](=[O:42])[CH2:33][C:34]3[CH:39]=[CH:38][C:37]([O:40][CH3:41])=[CH:36][CH:35]=3)=[CH:27][CH:26]=2)=[CH:20][CH:21]=1. The yield is 0.560. (2) The reactants are O[C@@H:2]([CH3:35])[CH2:3][NH:4][C:5]([C:7]1[NH:8][C:9]([C:12]2[CH:17]=[C:16]([O:18][C:19]3[CH:24]=[CH:23][C:22]([S:25]([CH3:28])(=[O:27])=[O:26])=[CH:21][CH:20]=3)[CH:15]=[C:14]([O:29][C@@H:30]([CH3:34])[CH2:31][O:32][CH3:33])[CH:13]=2)=[CH:10][CH:11]=1)=[O:6].CS(O)(=O)=O.C(N(CC)CC)C.C(=O)([O-])O.[Na+]. The catalyst is O1CCCC1. The product is [CH3:33][O:32][CH2:31][C@H:30]([CH3:34])[O:29][C:14]1[CH:13]=[C:12]([C:9]2[NH:8][C:7]([C:5]3[O:6][C@H:2]([CH3:35])[CH2:3][N:4]=3)=[CH:11][CH:10]=2)[CH:17]=[C:16]([O:18][C:19]2[CH:24]=[CH:23][C:22]([S:25]([CH3:28])(=[O:26])=[O:27])=[CH:21][CH:20]=2)[CH:15]=1. The yield is 0.560. (3) The reactants are [F:1][C:2]1[CH:7]=[CH:6][C:5]([NH:8][C:9]2[O:10][C:11]3[C:17]([F:18])=[C:16]([CH2:19][C:20]([O:22]C)=[O:21])[CH:15]=[CH:14][C:12]=3[N:13]=2)=[C:4]([CH3:24])[CH:3]=1.[OH-].[Na+]. The catalyst is C1COCC1.CO. The product is [F:1][C:2]1[CH:7]=[CH:6][C:5]([NH:8][C:9]2[O:10][C:11]3[C:17]([F:18])=[C:16]([CH2:19][C:20]([OH:22])=[O:21])[CH:15]=[CH:14][C:12]=3[N:13]=2)=[C:4]([CH3:24])[CH:3]=1. The yield is 1.00. (4) The reactants are Br.[O:2]=[C:3]1[CH:7]=[C:6]([C@@H:8]2[CH2:13][CH2:12][N:11](C(OC)=O)[C@@H:10]([CH2:18][C:19]3[CH:24]=[CH:23][C:22]([C:25]([F:28])([F:27])[F:26])=[CH:21][CH:20]=3)[CH2:9]2)[O:5][NH:4]1. No catalyst specified. The product is [F:28][C:25]([F:26])([F:27])[C:22]1[CH:21]=[CH:20][C:19]([CH2:18][C@H:10]2[CH2:9][C@H:8]([C:6]3[O:5][NH:4][C:3](=[O:2])[CH:7]=3)[CH2:13][CH2:12][NH:11]2)=[CH:24][CH:23]=1. The yield is 0.650. (5) The reactants are [F:1][C:2]1[CH:14]=[CH:13][C:5]([O:6][CH:7]2[CH2:12][CH2:11][NH:10][CH2:9][CH2:8]2)=[CH:4][CH:3]=1.C(N(CC)CC)C.[Cl:22][CH2:23][C:24](Cl)=[O:25]. The catalyst is ClCCl. The product is [Cl:22][CH2:23][C:24]([N:10]1[CH2:9][CH2:8][CH:7]([O:6][C:5]2[CH:13]=[CH:14][C:2]([F:1])=[CH:3][CH:4]=2)[CH2:12][CH2:11]1)=[O:25]. The yield is 0.710. (6) The reactants are Br.[Br:2][CH:3]1[CH2:8][CH2:7][NH:6][CH2:5][CH2:4]1.[CH2:9]([O:16][C:17](ON1C(=O)CCC1=O)=[O:18])[C:10]1[CH:15]=[CH:14][CH:13]=[CH:12][CH:11]=1.CN1CCOCC1.O. The catalyst is O1CCCC1. The product is [Br:2][CH:3]1[CH2:8][CH2:7][N:6]([C:17]([O:16][CH2:9][C:10]2[CH:15]=[CH:14][CH:13]=[CH:12][CH:11]=2)=[O:18])[CH2:5][CH2:4]1. The yield is 0.980. (7) The reactants are O[C:2]1[CH:12]=[CH:11][C:5]([C:6]([O:8][CH2:9][CH3:10])=[O:7])=[C:4]([CH3:13])[N:3]=1.P(Cl)(Cl)([Cl:16])=O.[OH-].[Na+]. No catalyst specified. The product is [Cl:16][C:2]1[CH:12]=[CH:11][C:5]([C:6]([O:8][CH2:9][CH3:10])=[O:7])=[C:4]([CH3:13])[N:3]=1. The yield is 0.890. (8) The reactants are [N:1]12[CH2:8][CH2:7][C:4]([C:9]([C:18]3[CH:23]=[CH:22][C:21]([F:24])=[CH:20][CH:19]=3)([C:11]3[CH:16]=[CH:15][C:14]([F:17])=[CH:13][CH:12]=3)[OH:10])([CH2:5][CH2:6]1)[CH2:3][CH2:2]2.[C:25]1([O:31][CH2:32][CH2:33][CH2:34][Br:35])[CH:30]=[CH:29][CH:28]=[CH:27][CH:26]=1. The catalyst is CC#N. The product is [Br-:35].[F:17][C:14]1[CH:15]=[CH:16][C:11]([C:9]([C:18]2[CH:19]=[CH:20][C:21]([F:24])=[CH:22][CH:23]=2)([OH:10])[C:4]23[CH2:5][CH2:6][N+:1]([CH2:34][CH2:33][CH2:32][O:31][C:25]4[CH:30]=[CH:29][CH:28]=[CH:27][CH:26]=4)([CH2:2][CH2:3]2)[CH2:8][CH2:7]3)=[CH:12][CH:13]=1. The yield is 0.652.